Regression. Given two drug SMILES strings and cell line genomic features, predict the synergy score measuring deviation from expected non-interaction effect. From a dataset of NCI-60 drug combinations with 297,098 pairs across 59 cell lines. (1) Drug 1: C1CN1C2=NC(=NC(=N2)N3CC3)N4CC4. Drug 2: C1=NNC2=C1C(=O)NC=N2. Cell line: HCT-15. Synergy scores: CSS=35.8, Synergy_ZIP=2.15, Synergy_Bliss=4.24, Synergy_Loewe=-14.2, Synergy_HSA=0.219. (2) Drug 2: C1CCC(C(C1)N)N.C(=O)(C(=O)[O-])[O-].[Pt+4]. Cell line: HS 578T. Drug 1: CC1CCC2CC(C(=CC=CC=CC(CC(C(=O)C(C(C(=CC(C(=O)CC(OC(=O)C3CCCCN3C(=O)C(=O)C1(O2)O)C(C)CC4CCC(C(C4)OC)OCCO)C)C)O)OC)C)C)C)OC. Synergy scores: CSS=25.0, Synergy_ZIP=-5.56, Synergy_Bliss=-1.03, Synergy_Loewe=1.43, Synergy_HSA=2.26. (3) Drug 1: C1CC(=O)NC(=O)C1N2C(=O)C3=CC=CC=C3C2=O. Drug 2: CC1CCCC2(C(O2)CC(NC(=O)CC(C(C(=O)C(C1O)C)(C)C)O)C(=CC3=CSC(=N3)C)C)C. Cell line: UACC62. Synergy scores: CSS=36.4, Synergy_ZIP=3.06, Synergy_Bliss=2.23, Synergy_Loewe=-29.1, Synergy_HSA=1.51. (4) Drug 1: CC1=C(C=C(C=C1)NC2=NC=CC(=N2)N(C)C3=CC4=NN(C(=C4C=C3)C)C)S(=O)(=O)N.Cl. Drug 2: C1=CN(C(=O)N=C1N)C2C(C(C(O2)CO)O)O.Cl. Cell line: UACC-257. Synergy scores: CSS=-0.581, Synergy_ZIP=-0.783, Synergy_Bliss=-0.468, Synergy_Loewe=-4.47, Synergy_HSA=-2.67. (5) Cell line: MALME-3M. Drug 1: CC1=C(C=C(C=C1)NC2=NC=CC(=N2)N(C)C3=CC4=NN(C(=C4C=C3)C)C)S(=O)(=O)N.Cl. Drug 2: C1=NC2=C(N=C(N=C2N1C3C(C(C(O3)CO)O)F)Cl)N. Synergy scores: CSS=41.8, Synergy_ZIP=0.795, Synergy_Bliss=1.70, Synergy_Loewe=1.62, Synergy_HSA=2.37. (6) Drug 1: COC1=NC(=NC2=C1N=CN2C3C(C(C(O3)CO)O)O)N. Drug 2: C1CC(=O)NC(=O)C1N2C(=O)C3=CC=CC=C3C2=O. Cell line: HCT-15. Synergy scores: CSS=7.30, Synergy_ZIP=-1.04, Synergy_Bliss=-4.05, Synergy_Loewe=-3.01, Synergy_HSA=-6.85. (7) Drug 1: CC1=C(C(=O)C2=C(C1=O)N3CC4C(C3(C2COC(=O)N)OC)N4)N. Drug 2: CC12CCC3C(C1CCC2OP(=O)(O)O)CCC4=C3C=CC(=C4)OC(=O)N(CCCl)CCCl.[Na+]. Cell line: HCT-15. Synergy scores: CSS=34.9, Synergy_ZIP=-12.2, Synergy_Bliss=-4.10, Synergy_Loewe=-24.6, Synergy_HSA=-5.45. (8) Drug 1: CNC(=O)C1=CC=CC=C1SC2=CC3=C(C=C2)C(=NN3)C=CC4=CC=CC=N4. Drug 2: C1=NC2=C(N1)C(=S)N=C(N2)N. Cell line: A498. Synergy scores: CSS=22.1, Synergy_ZIP=-4.77, Synergy_Bliss=2.04, Synergy_Loewe=0.105, Synergy_HSA=2.51. (9) Drug 2: CCC1=C2CN3C(=CC4=C(C3=O)COC(=O)C4(CC)O)C2=NC5=C1C=C(C=C5)O. Synergy scores: CSS=66.3, Synergy_ZIP=-1.82, Synergy_Bliss=-2.81, Synergy_Loewe=0.626, Synergy_HSA=2.86. Cell line: HCT116. Drug 1: C1=C(C(=O)NC(=O)N1)F. (10) Drug 1: C1=CN(C(=O)N=C1N)C2C(C(C(O2)CO)O)O.Cl. Drug 2: CNC(=O)C1=NC=CC(=C1)OC2=CC=C(C=C2)NC(=O)NC3=CC(=C(C=C3)Cl)C(F)(F)F. Cell line: NCIH23. Synergy scores: CSS=41.4, Synergy_ZIP=-0.0610, Synergy_Bliss=-2.39, Synergy_Loewe=-36.8, Synergy_HSA=-3.31.